This data is from Forward reaction prediction with 1.9M reactions from USPTO patents (1976-2016). The task is: Predict the product of the given reaction. Given the reactants C[O:2][C:3](=[O:31])[CH2:4][C@@H:5]([C:9]1[CH:14]=[CH:13][C:12]([O:15][CH2:16][C:17]2[CH2:30][CH2:29][CH2:28][C@@:19]3([CH2:23][C@@H:22]([O:24]C(=O)C)[CH2:21][CH2:20]3)[CH:18]=2)=[CH:11][CH:10]=1)[C:6]#[C:7][CH3:8].CO.[OH-].[Na+].Cl, predict the reaction product. The product is: [OH:24][C@H:22]1[CH2:21][CH2:20][C@:19]2([CH2:28][CH2:29][CH2:30][C:17]([CH2:16][O:15][C:12]3[CH:11]=[CH:10][C:9]([C@@H:5]([C:6]#[C:7][CH3:8])[CH2:4][C:3]([OH:31])=[O:2])=[CH:14][CH:13]=3)=[CH:18]2)[CH2:23]1.